From a dataset of Full USPTO retrosynthesis dataset with 1.9M reactions from patents (1976-2016). Predict the reactants needed to synthesize the given product. (1) Given the product [CH:32]1([C:30]([N:28]2[CH2:29][C:26]([C:3]3[CH:4]=[CH:5][C:6]([C:8]4[CH2:12][C:11]([C:17]5[CH:22]=[C:21]([Cl:23])[C:20]([Cl:24])=[C:19]([Cl:25])[CH:18]=5)([C:13]([F:16])([F:15])[F:14])[O:10][N:9]=4)=[CH:7][C:2]=3[C:36]#[N:37])([F:35])[CH2:27]2)=[O:31])[CH2:33][CH2:34]1, predict the reactants needed to synthesize it. The reactants are: Br[C:2]1[CH:7]=[C:6]([C:8]2[CH2:12][C:11]([C:17]3[CH:22]=[C:21]([Cl:23])[C:20]([Cl:24])=[C:19]([Cl:25])[CH:18]=3)([C:13]([F:16])([F:15])[F:14])[O:10][N:9]=2)[CH:5]=[CH:4][C:3]=1[C:26]1([F:35])[CH2:29][N:28]([C:30]([CH:32]2[CH2:34][CH2:33]2)=[O:31])[CH2:27]1.[CH3:36][N:37](C=O)C. (2) Given the product [C:1]([O:5][C:6](=[O:27])[NH:7][C:8]1[CH:13]=[CH:12][CH:11]=[CH:10][C:9]=1[NH:14][C:15]([C:17]1[S:21][C:20]2[CH:22]=[CH:23][C:24]([O:26][CH2:35][CH2:36][O:37][Si:38]([C:41]([CH3:44])([CH3:43])[CH3:42])([CH3:40])[CH3:39])=[CH:25][C:19]=2[CH:18]=1)=[O:16])([CH3:4])([CH3:2])[CH3:3], predict the reactants needed to synthesize it. The reactants are: [C:1]([O:5][C:6](=[O:27])[NH:7][C:8]1[CH:13]=[CH:12][CH:11]=[CH:10][C:9]=1[NH:14][C:15]([C:17]1[S:21][C:20]2[CH:22]=[CH:23][C:24]([OH:26])=[CH:25][C:19]=2[CH:18]=1)=[O:16])([CH3:4])([CH3:3])[CH3:2].C(=O)([O-])[O-].[K+].[K+].Br[CH2:35][CH2:36][O:37][Si:38]([C:41]([CH3:44])([CH3:43])[CH3:42])([CH3:40])[CH3:39].C(O)(=O)CC(CC(O)=O)(C(O)=O)O. (3) Given the product [Cl:17][C:18]1[CH:19]=[C:20]([C:24]#[C:25][C:13]2[N:12]=[C:11]([CH3:16])[N:10]([C:6]3[CH:5]=[N:4][N:3]([CH2:1][CH3:2])[C:8](=[O:9])[CH:7]=3)[CH:14]=2)[CH:21]=[CH:22][CH:23]=1, predict the reactants needed to synthesize it. The reactants are: [CH2:1]([N:3]1[C:8](=[O:9])[CH:7]=[C:6]([N:10]2[CH:14]=[C:13](I)[N:12]=[C:11]2[CH3:16])[CH:5]=[N:4]1)[CH3:2].[Cl:17][C:18]1[CH:23]=[CH:22][CH:21]=[C:20]([C:24]#[CH:25])[CH:19]=1. (4) Given the product [Br:1][C:2]1[N:3]=[N:4][C:5]([C:11]2[CH:12]=[CH:13][CH:14]=[CH:15][C:10]=2[F:9])=[CH:6][CH:7]=1, predict the reactants needed to synthesize it. The reactants are: [Br:1][C:2]1[N:3]=[N:4][C:5](Br)=[CH:6][CH:7]=1.[F:9][C:10]1[CH:15]=[CH:14][CH:13]=[CH:12][C:11]=1B(O)O.C(=O)([O-])[O-].[Na+].[Na+]. (5) Given the product [C:15]1([CH2:19][C:20]([P:22](=[O:27])([O:23][CH3:24])[O:25][CH3:26])=[O:21])[CH:14]=[CH:13][CH:18]=[CH:17][CH:16]=1, predict the reactants needed to synthesize it. The reactants are: C1(CC(O)=O)C=CC=CC=1.C[Si](C)(C)[C:13]1[CH:14]=[C:15]([CH2:19][C:20]([P:22](=[O:27])([O:25][CH3:26])[O:23][CH3:24])=[O:21])[CH:16]=[CH:17][CH:18]=1. (6) Given the product [CH3:48][C:16]([CH3:15])([C:34]1[CH:35]=[C:36]([C:44]([F:45])([F:46])[F:47])[CH:37]=[C:38]([C:40]([F:42])([F:41])[F:43])[CH:39]=1)[C:17]([NH:19][C@:20]1([C:28]2[CH:29]=[CH:30][CH:31]=[CH:32][CH:33]=2)[CH2:25][CH2:24][C@@H:23]([N:57]2[CH2:58][CH2:59][C:54]3([CH2:50][O:51][CH2:52][CH2:53]3)[CH2:55][CH2:56]2)[C@@H:22]([F:27])[CH2:21]1)=[O:18], predict the reactants needed to synthesize it. The reactants are: C(O[BH-](OC(=O)C)OC(=O)C)(=O)C.[Na+].[CH3:15][C:16]([CH3:48])([C:34]1[CH:39]=[C:38]([C:40]([F:43])([F:42])[F:41])[CH:37]=[C:36]([C:44]([F:47])([F:46])[F:45])[CH:35]=1)[C:17]([NH:19][C@:20]1([C:28]2[CH:33]=[CH:32][CH:31]=[CH:30][CH:29]=2)[CH2:25][CH2:24][C:23](=O)[C@@H:22]([F:27])[CH2:21]1)=[O:18].Cl.[CH2:50]1[C:54]2([CH2:59][CH2:58][NH:57][CH2:56][CH2:55]2)[CH2:53][CH2:52][O:51]1.C(N(CC)CC)C.[OH-].[Na+].